This data is from Full USPTO retrosynthesis dataset with 1.9M reactions from patents (1976-2016). The task is: Predict the reactants needed to synthesize the given product. (1) Given the product [Cl:32][C:27]1[CH:26]=[C:25]([CH:20]2[C:19]3[CH:33]=[CH:34][CH:35]=[CH:36][C:18]=3[C:17]3[N:16]=[C:15]([NH:14][C:11]4[CH:12]=[CH:13][C:8]([CH2:7][CH2:6][N:41]5[CH2:42][CH2:43][N:38]([CH3:37])[CH2:39][CH2:40]5)=[CH:9][CH:10]=4)[N:24]=[CH:23][C:22]=3[CH2:21]2)[CH:30]=[CH:29][C:28]=1[Cl:31], predict the reactants needed to synthesize it. The reactants are: CS(O[CH2:6][CH2:7][C:8]1[CH:13]=[CH:12][C:11]([NH:14][C:15]2[N:24]=[CH:23][C:22]3[CH2:21][CH:20]([C:25]4[CH:30]=[CH:29][C:28]([Cl:31])=[C:27]([Cl:32])[CH:26]=4)[C:19]4[CH:33]=[CH:34][CH:35]=[CH:36][C:18]=4[C:17]=3[N:16]=2)=[CH:10][CH:9]=1)(=O)=O.[CH3:37][N:38]1[CH2:43][CH2:42][NH:41][CH2:40][CH2:39]1. (2) Given the product [CH3:1][N:2]1[CH:6]=[C:5]([N+:7]([O-:9])=[O:8])[CH:4]=[C:3]1[C:10]([O:15][CH2:21][CH3:22])=[O:23], predict the reactants needed to synthesize it. The reactants are: [CH3:1][N:2]1[CH:6]=[C:5]([N+:7]([O-:9])=[O:8])[CH:4]=[C:3]1[C:10](=[O:15])C(Cl)(Cl)Cl.C(N([CH2:21][CH3:22])CC)C.[OH2:23].